From a dataset of Reaction yield outcomes from USPTO patents with 853,638 reactions. Predict the reaction yield, written as a fraction of the theoretical maximum amount of product (1.0 means a 100% yield; for example, 0.34 means a 34% yield). The reactants are [OH:1][C:2]1[CH:7]=[C:6]([CH3:8])[C:5]([C:9]2[CH:14]=[CH:13][CH:12]=[C:11]([CH:15]=[O:16])[CH:10]=2)=[C:4]([CH3:17])[CH:3]=1.[CH2:18]([O:20][CH2:21][CH2:22]Cl)[CH3:19].C(=O)([O-])[O-].[K+].[K+].[I-].[K+]. The catalyst is CN(C)C=O.O. The product is [CH2:18]([O:20][CH2:21][CH2:22][O:1][C:2]1[CH:7]=[C:6]([CH3:8])[C:5]([C:9]2[CH:14]=[CH:13][CH:12]=[C:11]([CH:15]=[O:16])[CH:10]=2)=[C:4]([CH3:17])[CH:3]=1)[CH3:19]. The yield is 0.890.